Dataset: Catalyst prediction with 721,799 reactions and 888 catalyst types from USPTO. Task: Predict which catalyst facilitates the given reaction. (1) Reactant: [CH3:1][C:2]1[CH:7]=[CH:6][CH:5]=[C:4]([CH3:8])[C:3]=1[N:9]=[C:10]=[O:11].[NH2:12][C:13]1[CH:18]=[C:17]([Cl:19])[CH:16]=[CH:15][C:14]=1[C:20]([NH:22][C@@H:23]([CH:28]1[CH2:33][CH2:32][CH2:31][CH2:30][CH2:29]1)[C:24]([O:26][CH3:27])=[O:25])=[O:21].CCCCCC.C(OCC)(=O)C. Product: [Cl:19][C:17]1[CH:16]=[CH:15][C:14]([C:20]([NH:22][C@@H:23]([CH:28]2[CH2:33][CH2:32][CH2:31][CH2:30][CH2:29]2)[C:24]([O:26][CH3:27])=[O:25])=[O:21])=[C:13]([NH:12][C:10]([NH:9][C:3]2[C:2]([CH3:1])=[CH:7][CH:6]=[CH:5][C:4]=2[CH3:8])=[O:11])[CH:18]=1. The catalyst class is: 17. (2) Reactant: [CH:1]([C:4]1[CH:9]=[CH:8][CH:7]=[C:6]([CH3:10])[C:5]=1[NH2:11])([CH3:3])[CH3:2].[Br:12]Br. Product: [Br:12][C:8]1[CH:7]=[C:6]([CH3:10])[C:5]([NH2:11])=[C:4]([CH:1]([CH3:3])[CH3:2])[CH:9]=1. The catalyst class is: 699. (3) Reactant: [Cl-].[Al+3].[Cl-].[Cl-].[Cl:5][C:6]1[CH:14]=[CH:13][C:9]([C:10](Cl)=[O:11])=[CH:8][C:7]=1[S:15](=[O:18])(=[O:17])[NH2:16].[CH3:19][N:20]1[C:25](=[O:26])[CH2:24][CH2:23][C:22]2[C:27]3[CH:28]=[CH:29][CH:30]=[CH:31][C:32]=3[CH2:33][C:21]1=2. Product: [Cl:5][C:6]1[CH:14]=[CH:13][C:9]([C:10]([C:30]2[CH:29]=[CH:28][C:27]3[C:22]4[CH2:23][CH2:24][C:25](=[O:26])[N:20]([CH3:19])[C:21]=4[CH2:33][C:32]=3[CH:31]=2)=[O:11])=[CH:8][C:7]=1[S:15]([NH2:16])(=[O:18])=[O:17]. The catalyst class is: 4. (4) Reactant: Br[CH2:2][C:3]1[C:4]([F:14])=[C:5]([C:10]([F:13])=[CH:11][CH:12]=1)[C:6]([O:8][CH3:9])=[O:7].[N:15]1([C:21]([O:23][C:24]([CH3:27])([CH3:26])[CH3:25])=[O:22])[CH2:20][CH2:19][NH:18][CH2:17][CH2:16]1.C([O-])([O-])=O.[K+].[K+]. Product: [F:14][C:4]1[C:5]([C:6]([O:8][CH3:9])=[O:7])=[C:10]([F:13])[CH:11]=[CH:12][C:3]=1[CH2:2][N:18]1[CH2:17][CH2:16][N:15]([C:21]([O:23][C:24]([CH3:27])([CH3:26])[CH3:25])=[O:22])[CH2:20][CH2:19]1. The catalyst class is: 31.